Dataset: NCI-60 drug combinations with 297,098 pairs across 59 cell lines. Task: Regression. Given two drug SMILES strings and cell line genomic features, predict the synergy score measuring deviation from expected non-interaction effect. (1) Drug 1: C1CCC(C1)C(CC#N)N2C=C(C=N2)C3=C4C=CNC4=NC=N3. Drug 2: CC1CCC2CC(C(=CC=CC=CC(CC(C(=O)C(C(C(=CC(C(=O)CC(OC(=O)C3CCCCN3C(=O)C(=O)C1(O2)O)C(C)CC4CCC(C(C4)OC)O)C)C)O)OC)C)C)C)OC. Cell line: HT29. Synergy scores: CSS=23.8, Synergy_ZIP=4.45, Synergy_Bliss=2.42, Synergy_Loewe=-28.1, Synergy_HSA=-1.62. (2) Drug 1: C1CCN(CC1)CCOC2=CC=C(C=C2)C(=O)C3=C(SC4=C3C=CC(=C4)O)C5=CC=C(C=C5)O. Drug 2: CCCS(=O)(=O)NC1=C(C(=C(C=C1)F)C(=O)C2=CNC3=C2C=C(C=N3)C4=CC=C(C=C4)Cl)F. Cell line: SR. Synergy scores: CSS=41.6, Synergy_ZIP=-3.79, Synergy_Bliss=-6.24, Synergy_Loewe=-9.73, Synergy_HSA=-6.64. (3) Drug 1: C1CN1C2=NC(=NC(=N2)N3CC3)N4CC4. Drug 2: CC1C(C(CC(O1)OC2CC(OC(C2O)C)OC3=CC4=CC5=C(C(=O)C(C(C5)C(C(=O)C(C(C)O)O)OC)OC6CC(C(C(O6)C)O)OC7CC(C(C(O7)C)O)OC8CC(C(C(O8)C)O)(C)O)C(=C4C(=C3C)O)O)O)O. Cell line: LOX IMVI. Synergy scores: CSS=55.8, Synergy_ZIP=0.196, Synergy_Bliss=-0.696, Synergy_Loewe=-4.71, Synergy_HSA=-3.83. (4) Drug 1: C1CCC(CC1)NC(=O)N(CCCl)N=O. Drug 2: C1=NC2=C(N1)C(=S)N=C(N2)N. Cell line: NCI-H322M. Synergy scores: CSS=3.90, Synergy_ZIP=-6.37, Synergy_Bliss=-4.32, Synergy_Loewe=-27.4, Synergy_HSA=-7.24.